Dataset: Reaction yield outcomes from USPTO patents with 853,638 reactions. Task: Predict the reaction yield, written as a fraction of the theoretical maximum amount of product (1.0 means a 100% yield; for example, 0.34 means a 34% yield). (1) The reactants are [H-].[Na+].[CH2:3]([O:10][C:11]1[CH:12]=[C:13]2[C:18](=[CH:19][CH:20]=1)[C:17]([OH:21])=[C:16]([C:22]1[CH:27]=[CH:26][C:25]([F:28])=[CH:24][CH:23]=1)[CH:15]=[CH:14]2)[C:4]1[CH:9]=[CH:8][CH:7]=[CH:6][CH:5]=1.F[C:30]1[CH:37]=[CH:36][C:33]([CH:34]=[O:35])=[CH:32][CH:31]=1.C(OCC)C. The catalyst is CN1C(=O)CCC1. The product is [CH2:3]([O:10][C:11]1[CH:12]=[C:13]2[C:18](=[CH:19][CH:20]=1)[C:17]([O:21][C:30]1[CH:37]=[CH:36][C:33]([CH:34]=[O:35])=[CH:32][CH:31]=1)=[C:16]([C:22]1[CH:23]=[CH:24][C:25]([F:28])=[CH:26][CH:27]=1)[CH:15]=[CH:14]2)[C:4]1[CH:5]=[CH:6][CH:7]=[CH:8][CH:9]=1. The yield is 0.700. (2) The reactants are Br[CH2:2][C:3](=O)[CH2:4][CH2:5][C:6]#[C:7][Si:8]([CH3:11])([CH3:10])[CH3:9].[Cl:13][C:14]1[C:15]([NH2:20])=[N:16][CH:17]=[CH:18][CH:19]=1. No catalyst specified. The product is [Cl:13][C:14]1[C:15]2[N:16]([CH:2]=[C:3]([CH2:4][CH2:5][C:6]#[C:7][Si:8]([CH3:11])([CH3:10])[CH3:9])[N:20]=2)[CH:17]=[CH:18][CH:19]=1. The yield is 0.720. (3) The catalyst is C(O)C. The reactants are [CH3:1][O:2][C:3]1[CH:4]=[C:5]2[C:10](=[CH:11][C:12]=1[O:13][CH3:14])[N:9]=[CH:8][CH:7]=[C:6]2[O:15][C:16]1[CH:21]=[C:20]([CH3:22])[C:19]([CH3:23])=[CH:18][C:17]=1[C:24](=O)[CH3:25].Cl.[NH2:28][OH:29].C(N(CC)CC)C. The product is [CH3:1][O:2][C:3]1[CH:4]=[C:5]2[C:10](=[CH:11][C:12]=1[O:13][CH3:14])[N:9]=[CH:8][CH:7]=[C:6]2[O:15][C:16]1[CH:21]=[C:20]([CH3:22])[C:19]([CH3:23])=[CH:18][C:17]=1[C:24](=[N:28][OH:29])[CH3:25]. The yield is 0.310. (4) The reactants are [Cl:1][C:2]1[C:3]([C:43]([F:46])([F:45])[F:44])=[CH:4][C:5]2[N:9]=[C:8]([CH:10]([NH:12][C:13](=[O:19])OC(C)(C)C)[CH3:11])[N:7]([C:20]3[CH:25]=[CH:24][C:23]([CH2:26][CH2:27][NH:28][C:29]([NH:31][S:32]([C:35]4[CH:40]=[CH:39][C:38]([CH3:41])=[CH:37][CH:36]=4)(=[O:34])=[O:33])=[O:30])=[CH:22][CH:21]=3)[C:6]=2[CH:42]=1.F[C:48](F)(F)C(O)=O.O. The catalyst is C(Cl)Cl. The product is [Cl:1][C:2]1[C:3]([C:43]([F:46])([F:45])[F:44])=[CH:4][C:5]2[N:9]=[C:8]([CH:10]([NH:12][C:13](=[O:19])[CH3:48])[CH3:11])[N:7]([C:20]3[CH:21]=[CH:22][C:23]([CH2:26][CH2:27][NH:28][C:29]([NH:31][S:32]([C:35]4[CH:36]=[CH:37][C:38]([CH3:41])=[CH:39][CH:40]=4)(=[O:34])=[O:33])=[O:30])=[CH:24][CH:25]=3)[C:6]=2[CH:42]=1. The yield is 0.990. (5) The reactants are Cl[CH2:2][C:3]1[CH:8]=[C:7]([C:9]([NH:11][C:12]2[S:13][C:14]([C:22]3[CH:27]=[CH:26][N:25]=[CH:24][CH:23]=3)=[C:15]([C:17]3[O:18][CH:19]=[CH:20][CH:21]=3)[N:16]=2)=[O:10])[CH:6]=[CH:5][N:4]=1.[CH3:28][N:29]([CH3:34])[CH2:30][CH2:31][NH:32][CH3:33]. No catalyst specified. The product is [CH3:28][N:29]([CH3:34])[CH2:30][CH2:31][N:32]([CH2:2][C:3]1[CH:8]=[C:7]([C:9]([NH:11][C:12]2[S:13][C:14]([C:22]3[CH:27]=[CH:26][N:25]=[CH:24][CH:23]=3)=[C:15]([C:17]3[O:18][CH:19]=[CH:20][CH:21]=3)[N:16]=2)=[O:10])[CH:6]=[CH:5][N:4]=1)[CH3:33]. The yield is 0.400. (6) The reactants are [C:1]([C:4]1[C:5](=[O:12])[NH:6][C:7]([S:10][CH3:11])=[N:8][CH:9]=1)(=O)[CH3:2].[C:13](OC(N(C)C)N(C)C)(C)(C)C.[C:25]([C:27]1[CH:32]=[CH:31][C:30]([NH:33][C:34]([NH2:36])=[NH:35])=[CH:29][CH:28]=1)#[N:26].C([O-])([O-])=O.[K+].[K+].Cl. No catalyst specified. The product is [CH3:11][S:10][C:7]1[NH:6][C:5](=[O:12])[C:4]([C:1]2[CH:2]=[CH:13][N:36]=[C:34]([NH:33][C:30]3[CH:29]=[CH:28][C:27]([C:25]#[N:26])=[CH:32][CH:31]=3)[N:35]=2)=[CH:9][N:8]=1. The yield is 0.470.